This data is from Peptide-MHC class I binding affinity with 185,985 pairs from IEDB/IMGT. The task is: Regression. Given a peptide amino acid sequence and an MHC pseudo amino acid sequence, predict their binding affinity value. This is MHC class I binding data. (1) The MHC is HLA-A03:01 with pseudo-sequence HLA-A03:01. The peptide sequence is SRLGIVVLR. The binding affinity (normalized) is 0.0847. (2) The peptide sequence is KQWIVAGAI. The MHC is HLA-B27:03 with pseudo-sequence HLA-B27:03. The binding affinity (normalized) is 0.0847. (3) The peptide sequence is MEDCPNEGV. The MHC is HLA-A25:01 with pseudo-sequence HLA-A25:01. The binding affinity (normalized) is 0.0847. (4) The peptide sequence is EVIERINLLV. The MHC is HLA-A02:03 with pseudo-sequence HLA-A02:03. The binding affinity (normalized) is 0.251. (5) The peptide sequence is SPYSWEQDL. The MHC is Patr-B1301 with pseudo-sequence Patr-B1301. The binding affinity (normalized) is 0.538.